Dataset: Catalyst prediction with 721,799 reactions and 888 catalyst types from USPTO. Task: Predict which catalyst facilitates the given reaction. (1) Reactant: [C:1]([O:5][C:6]([N:8]1[CH2:13][CH2:12][CH:11]([C:14](=[O:24])[CH2:15][C:16]2[C:21]([Br:22])=[CH:20][N:19]=[C:18]([Cl:23])[CH:17]=2)[CH2:10][CH2:9]1)=[O:7])([CH3:4])([CH3:3])[CH3:2].[CH3:25][Mg]Br.[NH4+].[Cl-]. Product: [C:1]([O:5][C:6]([N:8]1[CH2:9][CH2:10][CH:11]([C:14]([OH:24])([CH3:25])[CH2:15][C:16]2[C:21]([Br:22])=[CH:20][N:19]=[C:18]([Cl:23])[CH:17]=2)[CH2:12][CH2:13]1)=[O:7])([CH3:4])([CH3:2])[CH3:3]. The catalyst class is: 7. (2) Reactant: Cl[C:2](=[O:7])[CH2:3][C:4]([O-:6])=[O:5].[N:8]1[CH:13]=[CH:12][C:11]([NH2:14])=[CH:10][CH:9]=1.[CH3:15]CN(CC)CC. Product: [O:7]=[C:2]([NH:14][C:11]1[CH:12]=[CH:13][N:8]=[CH:9][CH:10]=1)[CH2:3][C:4]([O:6][CH3:15])=[O:5]. The catalyst class is: 2.